From a dataset of Peptide-MHC class I binding affinity with 185,985 pairs from IEDB/IMGT. Regression. Given a peptide amino acid sequence and an MHC pseudo amino acid sequence, predict their binding affinity value. This is MHC class I binding data. (1) The peptide sequence is NENQNPRMF. The MHC is Mamu-A11 with pseudo-sequence Mamu-A11. The binding affinity (normalized) is 0.0438. (2) The peptide sequence is RQHGFTPSK. The MHC is HLA-A03:01 with pseudo-sequence HLA-A03:01. The binding affinity (normalized) is 0.632. (3) The peptide sequence is ATPYDINQML. The MHC is HLA-A02:03 with pseudo-sequence HLA-A02:03. The binding affinity (normalized) is 0.0844. (4) The peptide sequence is KPKVASEAF. The MHC is HLA-A23:01 with pseudo-sequence HLA-A23:01. The binding affinity (normalized) is 0.0847.